This data is from NCI-60 drug combinations with 297,098 pairs across 59 cell lines. The task is: Regression. Given two drug SMILES strings and cell line genomic features, predict the synergy score measuring deviation from expected non-interaction effect. (1) Drug 1: C(CC(=O)O)C(=O)CN.Cl. Drug 2: CCN(CC)CCCC(C)NC1=C2C=C(C=CC2=NC3=C1C=CC(=C3)Cl)OC. Cell line: NCI-H460. Synergy scores: CSS=30.4, Synergy_ZIP=-4.14, Synergy_Bliss=-2.54, Synergy_Loewe=-22.6, Synergy_HSA=-4.96. (2) Cell line: SNB-19. Drug 2: C1=NC2=C(N=C(N=C2N1C3C(C(C(O3)CO)O)F)Cl)N. Drug 1: C1=CC(=CC=C1CCCC(=O)O)N(CCCl)CCCl. Synergy scores: CSS=41.2, Synergy_ZIP=-7.29, Synergy_Bliss=-5.37, Synergy_Loewe=-6.41, Synergy_HSA=-1.64. (3) Drug 1: CCC1(CC2CC(C3=C(CCN(C2)C1)C4=CC=CC=C4N3)(C5=C(C=C6C(=C5)C78CCN9C7C(C=CC9)(C(C(C8N6C)(C(=O)OC)O)OC(=O)C)CC)OC)C(=O)OC)O.OS(=O)(=O)O. Drug 2: C1CN(CCN1C(=O)CCBr)C(=O)CCBr. Cell line: 786-0. Synergy scores: CSS=11.8, Synergy_ZIP=-3.74, Synergy_Bliss=0.118, Synergy_Loewe=-0.703, Synergy_HSA=-0.967. (4) Drug 1: C1=NC2=C(N1)C(=S)N=C(N2)N. Drug 2: C1=CC=C(C(=C1)C(C2=CC=C(C=C2)Cl)C(Cl)Cl)Cl. Cell line: BT-549. Synergy scores: CSS=1.01, Synergy_ZIP=-3.18, Synergy_Bliss=0.933, Synergy_Loewe=-16.1, Synergy_HSA=0.546. (5) Drug 1: C1=C(C(=O)NC(=O)N1)F. Drug 2: C#CCC(CC1=CN=C2C(=N1)C(=NC(=N2)N)N)C3=CC=C(C=C3)C(=O)NC(CCC(=O)O)C(=O)O. Cell line: MDA-MB-435. Synergy scores: CSS=14.5, Synergy_ZIP=-1.43, Synergy_Bliss=-4.19, Synergy_Loewe=-1.93, Synergy_HSA=-1.92. (6) Drug 1: CC(CN1CC(=O)NC(=O)C1)N2CC(=O)NC(=O)C2. Drug 2: C1=CN(C(=O)N=C1N)C2C(C(C(O2)CO)O)O.Cl. Cell line: CAKI-1. Synergy scores: CSS=61.4, Synergy_ZIP=3.64, Synergy_Bliss=3.65, Synergy_Loewe=9.02, Synergy_HSA=11.2.